From a dataset of Forward reaction prediction with 1.9M reactions from USPTO patents (1976-2016). Predict the product of the given reaction. (1) Given the reactants [Cl:1][C:2]1[CH:3]=[CH:4][C:5]([OH:12])=[C:6]([CH:11]=1)[C:7]([O:9][CH3:10])=[O:8].[C:13]([O-:16])([O-])=O.[K+].[K+].C(Br)[C:20]1[CH:25]=[CH:24][CH:23]=[CH:22][CH:21]=1, predict the reaction product. The product is: [C:13]([O:12][C:5]1[CH:4]=[CH:3][C:2]([Cl:1])=[CH:11][C:6]=1[C:7]([O:9][CH3:10])=[O:8])(=[O:16])[C:20]1[CH:25]=[CH:24][CH:23]=[CH:22][CH:21]=1. (2) Given the reactants [C:1]([O:5][C:6]([N:8]([C:14]1[CH:19]=[C:18]([F:20])[CH:17]=[C:16]([F:21])[CH:15]=1)[C@H:9]([C:11]([OH:13])=[O:12])[CH3:10])=[O:7])([CH3:4])([CH3:3])[CH3:2].[C:22]([O-])([O-])=O.[K+].[K+].COS(OC)(=O)=O.CCCCCCC, predict the reaction product. The product is: [CH3:22][O:12][C:11](=[O:13])[C@H:9]([CH3:10])[N:8]([C:14]1[CH:15]=[C:16]([F:21])[CH:17]=[C:18]([F:20])[CH:19]=1)[C:6]([O:5][C:1]([CH3:2])([CH3:3])[CH3:4])=[O:7]. (3) Given the reactants [Cl:1][C:2]1[CH:3]=[C:4]([NH:14][C:15](=[O:20])[CH2:16][C:17](=O)[CH3:18])[CH:5]=[CH:6][C:7]=1[N:8]1[CH2:13][CH2:12][O:11][CH2:10][CH2:9]1.[Cl:21][C:22]1[CH:23]=[C:24]([CH:30]=[CH:31][CH:32]=1)[O:25][CH2:26][C:27]([NH2:29])=O.C1(C)C=CC=CC=1.[NH4+].[Cl-], predict the reaction product. The product is: [Cl:1][C:2]1[CH:3]=[C:4]([N:14]2[C:15](=[O:20])[CH:16]=[C:17]([CH3:18])[N:29]=[C:27]2[CH2:26][O:25][C:24]2[CH:30]=[CH:31][CH:32]=[C:22]([Cl:21])[CH:23]=2)[CH:5]=[CH:6][C:7]=1[N:8]1[CH2:13][CH2:12][O:11][CH2:10][CH2:9]1. (4) Given the reactants [CH2:1]([C:8]1[NH:37][C:11]2[N:12]=[N:13][C:14]([C:16]#[C:17][CH2:18][CH2:19][N:20]3[CH:25]=[CH:24][C:23]([NH:26][C:27](=[O:35])[CH2:28][C:29]4[CH:34]=[CH:33][CH:32]=[CH:31][CH:30]=4)=[CH:22][C:21]3=[O:36])=[CH:15][C:10]=2[CH:9]=1)[C:2]1[CH:7]=[CH:6][CH:5]=[CH:4][CH:3]=1.CO, predict the reaction product. The product is: [CH2:1]([C:8]1[NH:37][C:11]2[N:12]=[N:13][C:14]([CH2:16][CH2:17][CH2:18][CH2:19][N:20]3[CH:25]=[CH:24][C:23]([NH:26][C:27](=[O:35])[CH2:28][C:29]4[CH:34]=[CH:33][CH:32]=[CH:31][CH:30]=4)=[CH:22][C:21]3=[O:36])=[CH:15][C:10]=2[CH:9]=1)[C:2]1[CH:3]=[CH:4][CH:5]=[CH:6][CH:7]=1. (5) Given the reactants C(=O)([O-])[O-].[K+].[K+].[ClH:7].[CH3:8][C:9]1[N:10]=[CH:11][N:12]([C:14]2[C:19](=[O:20])[NH:18][C:17]([C:21]([OH:23])=O)=[CH:16][CH:15]=2)[CH:13]=1.O, predict the reaction product. The product is: [Cl:7][CH2:9][CH2:13][N:12]1[CH2:14][CH2:15][N:18]2[C:19](=[O:20])[C:14]([N:12]3[CH:13]=[C:9]([CH3:8])[N:10]=[CH:11]3)=[CH:15][CH:16]=[C:17]2[C:21]1=[O:23]. (6) Given the reactants Cl[C:2]1[CH:7]=[C:6]([O:8][C:9]2[CH:14]=[CH:13][C:12]([C:15]([O:24][CH2:25][O:26][CH3:27])([C:20]([F:23])([F:22])[F:21])[C:16]([F:19])([F:18])[F:17])=[CH:11][C:10]=2[CH2:28][CH2:29][CH3:30])[CH:5]=[CH:4][N:3]=1.O.Cl.O1CCOC[CH2:34]1, predict the reaction product. The product is: [F:17][C:16]([F:19])([F:18])[C:15]([C:12]1[CH:13]=[CH:14][C:9]([O:8][C:6]2[CH:5]=[CH:4][N:3]=[C:2]([CH3:34])[CH:7]=2)=[C:10]([CH2:28][CH2:29][CH3:30])[CH:11]=1)([O:24][CH2:25][O:26][CH3:27])[C:20]([F:23])([F:22])[F:21]. (7) Given the reactants [CH2:1]([O:5][C:6]1[C:11]([CH3:12])=[CH:10][C:9]([CH:13]=[CH:14][O:15]C)=[CH:8][C:7]=1[CH3:17])[CH2:2][CH2:3][CH3:4].Cl.C(=O)(O)[O-].[Na+], predict the reaction product. The product is: [CH2:1]([O:5][C:6]1[C:11]([CH3:12])=[CH:10][C:9]([CH2:13][CH:14]=[O:15])=[CH:8][C:7]=1[CH3:17])[CH2:2][CH2:3][CH3:4].